From a dataset of Full USPTO retrosynthesis dataset with 1.9M reactions from patents (1976-2016). Predict the reactants needed to synthesize the given product. (1) The reactants are: [CH2:1]([O:8][C:9](=[O:32])[C:10]([NH:12][C:13]1[CH:31]=[CH:30][C:16]([CH2:17][C@@H:18]([C:24]([O:26]CC=C)=[O:25])[NH:19][C:20]([O:22][CH3:23])=[O:21])=[CH:15][CH:14]=1)=[O:11])[C:2]1[CH:7]=[CH:6][CH:5]=[CH:4][CH:3]=1.N1CCOCC1. Given the product [CH2:1]([O:8][C:9](=[O:32])[C:10]([NH:12][C:13]1[CH:31]=[CH:30][C:16]([CH2:17][C@@H:18]([C:24]([OH:26])=[O:25])[NH:19][C:20]([O:22][CH3:23])=[O:21])=[CH:15][CH:14]=1)=[O:11])[C:2]1[CH:7]=[CH:6][CH:5]=[CH:4][CH:3]=1, predict the reactants needed to synthesize it. (2) Given the product [NH2:16][C:10]1[O:11][CH2:12][C@@:13]([F:15])([CH3:14])[C@:8]([C:6]2[CH:7]=[C:2]([NH:1][C:26]([C:23]3[CH:22]=[CH:21][C:20]([Cl:19])=[CH:25][N:24]=3)=[O:27])[CH:3]=[CH:4][C:5]=2[F:18])([CH3:17])[N:9]=1, predict the reactants needed to synthesize it. The reactants are: [NH2:1][C:2]1[CH:3]=[CH:4][C:5]([F:18])=[C:6]([C@:8]2([CH3:17])[C@:13]([F:15])([CH3:14])[CH2:12][O:11][C:10]([NH2:16])=[N:9]2)[CH:7]=1.[Cl:19][C:20]1[CH:21]=[CH:22][C:23]([C:26](O)=[O:27])=[N:24][CH:25]=1. (3) The reactants are: [NH2:1][C:2]1[CH:7]=[CH:6][C:5]([N:8]2[C:14](=[O:15])[CH2:13][C:12](=[O:16])[NH:11][C:10]3[C:17]4[C:22]([CH:23]=[CH:24][C:9]2=3)=[CH:21][CH:20]=[CH:19][CH:18]=4)=[CH:4][CH:3]=1.[CH3:25][C:26]1[CH:34]=[CH:33][CH:32]=[C:31]([CH3:35])[C:27]=1[C:28](Cl)=[O:29].C(NC1C=CC(N2C(=O)CC(=O)NC3C4C(C=CC2=3)=CC=CC=4)=CC=1)(=O)C1C=CC=CC=1. Given the product [CH3:25][C:26]1[CH:34]=[CH:33][CH:32]=[C:31]([CH3:35])[C:27]=1[C:28]([NH:1][C:2]1[CH:7]=[CH:6][C:5]([N:8]2[C:14](=[O:15])[CH2:13][C:12](=[O:16])[NH:11][C:10]3[C:17]4[C:22]([CH:23]=[CH:24][C:9]2=3)=[CH:21][CH:20]=[CH:19][CH:18]=4)=[CH:4][CH:3]=1)=[O:29], predict the reactants needed to synthesize it. (4) Given the product [Cl:7][S:8]([C:11]1[CH:19]=[CH:18][C:1]([C:2]([Cl:4])=[O:3])=[CH:13][CH:12]=1)(=[O:10])=[O:9], predict the reactants needed to synthesize it. The reactants are: [C:1](Cl)(=O)[C:2]([Cl:4])=[O:3].[Cl:7][S:8]([C:11]1[CH:19]=[CH:18]C(C(O)=O)=[CH:13][CH:12]=1)(=[O:10])=[O:9].CN(C)C=O. (5) The reactants are: [Cl:1][C:2]1[CH:11]=[C:10]2[C:5]([C:6]([CH3:26])=[C:7]([C:19]3[CH:24]=[CH:23][C:22]([F:25])=[CH:21][CH:20]=3)[CH:8]([C:12]3[CH:17]=[CH:16][C:15](I)=[CH:14][CH:13]=3)[O:9]2)=[CH:4][C:3]=1[O:27][CH:28]1[CH2:33][CH2:32][CH2:31][CH2:30][O:29]1.[F:34][CH2:35][CH:36]1[CH2:39][N:38]([CH2:40][CH2:41][OH:42])[CH2:37]1. Given the product [Cl:1][C:2]1[CH:11]=[C:10]2[C:5]([C:6]([CH3:26])=[C:7]([C:19]3[CH:24]=[CH:23][C:22]([F:25])=[CH:21][CH:20]=3)[CH:8]([C:12]3[CH:17]=[CH:16][C:15]([O:42][CH2:41][CH2:40][N:38]4[CH2:39][CH:36]([CH2:35][F:34])[CH2:37]4)=[CH:14][CH:13]=3)[O:9]2)=[CH:4][C:3]=1[O:27][CH:28]1[CH2:33][CH2:32][CH2:31][CH2:30][O:29]1, predict the reactants needed to synthesize it. (6) Given the product [Cl:1][C:2]1[C:3]2[N:10]([CH2:18][C:19]3[CH:20]=[C:21]([CH:26]=[CH:27][CH:28]=3)[C:22]([O:24][CH3:25])=[O:23])[CH:9]=[CH:8][C:4]=2[N:5]=[CH:6][N:7]=1, predict the reactants needed to synthesize it. The reactants are: [Cl:1][C:2]1[C:3]2[NH:10][CH:9]=[CH:8][C:4]=2[N:5]=[CH:6][N:7]=1.C(=O)([O-])[O-].[Cs+].[Cs+].Br[CH2:18][C:19]1[CH:20]=[C:21]([CH:26]=[CH:27][CH:28]=1)[C:22]([O:24][CH3:25])=[O:23].